Dataset: Forward reaction prediction with 1.9M reactions from USPTO patents (1976-2016). Task: Predict the product of the given reaction. (1) Given the reactants [Br:1][C:2]1[CH:7]=[CH:6][C:5]([OH:8])=[CH:4][CH:3]=1.[C:9]12(O)[CH2:18][CH:13]3[CH2:14][CH:15]([CH2:17][CH:11]([CH2:12]3)[CH2:10]1)[CH2:16]2.OS(O)(=O)=O.C([O-])(O)=O.[Na+], predict the reaction product. The product is: [C:9]12([C:6]3[CH:7]=[C:2]([Br:1])[CH:3]=[CH:4][C:5]=3[OH:8])[CH2:18][CH:13]3[CH2:14][CH:15]([CH2:17][CH:11]([CH2:12]3)[CH2:10]1)[CH2:16]2. (2) Given the reactants [Br:1][C:2]1[CH:10]=[CH:9][CH:8]=[CH:7][C:3]=1[C:4](Cl)=[O:5].[NH2:11][C:12]1[CH:21]=[C:20]2[C:15]([CH:16]=[C:17]([C:22]([O:24][CH2:25][CH3:26])=[O:23])[CH:18]=[N:19]2)=[CH:14][CH:13]=1.N1C=CC=CC=1, predict the reaction product. The product is: [CH2:25]([O:24][C:22]([C:17]1[CH:18]=[N:19][C:20]2[C:15]([CH:16]=1)=[CH:14][CH:13]=[C:12]([NH:11][C:4](=[O:5])[C:3]1[CH:7]=[CH:8][CH:9]=[CH:10][C:2]=1[Br:1])[CH:21]=2)=[O:23])[CH3:26]. (3) Given the reactants [Si]([O:18][C@@H:19]([CH3:46])[C:20]([N:22]1[N:26]=[C:25]([C:27]2[CH:32]=[C:31]([F:33])[CH:30]=[CH:29][C:28]=2[F:34])[S:24][C@@:23]1([CH2:41][O:42][CH2:43][O:44][CH3:45])[C:35]1[CH:40]=[CH:39][CH:38]=[CH:37][CH:36]=1)=[O:21])(C(C)(C)C)(C1C=CC=CC=1)C1C=CC=CC=1.CCCC[N+](CCCC)(CCCC)CCCC.[F-].Cl, predict the reaction product. The product is: [F:34][C:28]1[CH:29]=[CH:30][C:31]([F:33])=[CH:32][C:27]=1[C:25]1[S:24][C@@:23]([CH2:41][O:42][CH2:43][O:44][CH3:45])([C:35]2[CH:36]=[CH:37][CH:38]=[CH:39][CH:40]=2)[N:22]([C:20](=[O:21])[C@@H:19]([OH:18])[CH3:46])[N:26]=1. (4) Given the reactants I[C:2]1[C:3](=[O:21])[C:4]2[C:9]([O:10][C:11]=1[C:12]1[CH:17]=[CH:16][CH:15]=[CH:14][CH:13]=1)=[C:8]1[NH:18][N:19]=[CH:20][C:7]1=[CH:6][CH:5]=2.[C:22]([O:26][C:27](=[O:48])[NH:28][C:29]1([C:33]2[CH:38]=[CH:37][C:36](B3OC(C)(C)C(C)(C)O3)=[CH:35][CH:34]=2)[CH2:32][CH2:31][CH2:30]1)([CH3:25])([CH3:24])[CH3:23].C(=O)([O-])[O-].[Na+].[Na+], predict the reaction product. The product is: [C:22]([O:26][C:27](=[O:48])[NH:28][C:29]1([C:33]2[CH:38]=[CH:37][C:36]([C:2]3[C:3](=[O:21])[C:4]4[C:9]([O:10][C:11]=3[C:12]3[CH:17]=[CH:16][CH:15]=[CH:14][CH:13]=3)=[C:8]3[NH:18][N:19]=[CH:20][C:7]3=[CH:6][CH:5]=4)=[CH:35][CH:34]=2)[CH2:30][CH2:31][CH2:32]1)([CH3:24])([CH3:25])[CH3:23]. (5) Given the reactants [Br:1][C:2]1[C:10]2[C:9](Cl)=[N:8][CH:7]=[N:6][C:5]=2[NH:4][CH:3]=1.[F:12][C:13]1[CH:21]=[C:20]2[C:16]([CH:17]=[N:18][NH:19]2)=[CH:15][C:14]=1[NH2:22], predict the reaction product. The product is: [Br:1][C:2]1[C:10]2[C:9]([NH:22][C:14]3[CH:15]=[C:16]4[C:20](=[CH:21][C:13]=3[F:12])[NH:19][N:18]=[CH:17]4)=[N:8][CH:7]=[N:6][C:5]=2[NH:4][CH:3]=1. (6) Given the reactants [CH:1]1([N:7]2[CH2:33][CH2:32][C:9]3([N:13]([CH2:14][C:15]4[CH:20]=[CH:19][C:18]([C:21]5[CH:22]=[CH:23][C:24]([C:27]([NH:29][CH3:30])=[O:28])=[N:25][CH:26]=5)=[CH:17][CH:16]=4)[CH2:12][C@H:11](O)[CH2:10]3)[C:8]2=[O:34])[CH2:6][CH2:5][CH2:4][CH2:3][CH2:2]1.C(N(S(F)(F)[F:41])CC)C, predict the reaction product. The product is: [CH:1]1([N:7]2[CH2:33][CH2:32][C:9]3([N:13]([CH2:14][C:15]4[CH:20]=[CH:19][C:18]([C:21]5[CH:22]=[CH:23][C:24]([C:27]([NH:29][CH3:30])=[O:28])=[N:25][CH:26]=5)=[CH:17][CH:16]=4)[CH2:12][C@@H:11]([F:41])[CH2:10]3)[C:8]2=[O:34])[CH2:6][CH2:5][CH2:4][CH2:3][CH2:2]1. (7) Given the reactants CCCCCC.C([Li])CCC.[CH2:12]([O:19][C:20]1[CH:25]=[CH:24][C:23]([F:26])=[CH:22][C:21]=1Br)[C:13]1[CH:18]=[CH:17][CH:16]=[CH:15][CH:14]=1.[CH3:28][O:29][C:30]1[CH:37]=[CH:36][C:33]([CH:34]=[O:35])=[CH:32][CH:31]=1.[Cl-].[NH4+], predict the reaction product. The product is: [CH2:12]([O:19][C:20]1[CH:25]=[CH:24][C:23]([F:26])=[CH:22][C:21]=1[CH:34]([C:33]1[CH:36]=[CH:37][C:30]([O:29][CH3:28])=[CH:31][CH:32]=1)[OH:35])[C:13]1[CH:18]=[CH:17][CH:16]=[CH:15][CH:14]=1.